This data is from Forward reaction prediction with 1.9M reactions from USPTO patents (1976-2016). The task is: Predict the product of the given reaction. (1) The product is: [C:1]1([C:26]2[CH:31]=[CH:30][CH:29]=[CH:28][CH:27]=2)[CH:2]=[CH:3][C:4]([C:7]2[N:12]=[C:11]3[CH:13]=[C:14]([O:43][C@H:41]4[C@H:40]5[O:44][CH2:45][C@@H:46]([OH:47])[C@H:39]5[O:38][CH2:42]4)[N:15]([CH2:16][O:17][CH2:18][CH2:19][Si:20]([CH3:21])([CH3:23])[CH3:22])[C:10]3=[CH:9][C:8]=2[Cl:25])=[CH:5][CH:6]=1. Given the reactants [C:1]1([C:26]2[CH:31]=[CH:30][CH:29]=[CH:28][CH:27]=2)[CH:6]=[CH:5][C:4]([C:7]2[N:12]=[C:11]3[CH:13]=[C:14](Cl)[N:15]([CH2:16][O:17][CH2:18][CH2:19][Si:20]([CH3:23])([CH3:22])[CH3:21])[C:10]3=[CH:9][C:8]=2[Cl:25])=[CH:3][CH:2]=1.O1CCOCC1.[O:38]1[CH2:42][C@@H:41]([OH:43])[C@H:40]2[O:44][CH2:45][C@@H:46]([OH:47])[C@@H:39]12.C(=O)([O-])[O-].[Cs+].[Cs+], predict the reaction product. (2) Given the reactants [C:1]1([CH2:7][CH2:8][C:9](Cl)=[O:10])C=CC=CC=1.[CH3:12][N:13]1[CH2:22][C:21]2([CH2:24][CH2:23]2)[C:20]2[C:15](=[CH:16][C:17]([NH2:25])=[CH:18][CH:19]=2)[CH2:14]1.[NH:26]=[C:27]1C2C(=NC=NC=2)N[C:29](=O)[NH:28]1.CN1CCN([C:45]2[CH:51]=[CH:50][C:48](N)=[CH:47][CH:46]=2)CC1.[C:52]1([CH3:60])[CH:57]=[CH:56][CH:55]=[CH:54][C:53]=1[NH:58][NH2:59].CNN.N, predict the reaction product. The product is: [CH3:12][N:13]1[CH2:22][C:21]2([CH2:24][CH2:23]2)[C:20]2[C:15](=[CH:16][C:17]([NH:25][C:27]3[N:28]=[CH:29][C:8]4[C:9](=[O:10])[N:58]([C:53]5[CH:54]=[CH:55][CH:56]=[CH:57][C:52]=5[CH3:60])[N:59]=[C:1]([C:45]5[CH:46]=[CH:47][CH:48]=[CH:50][CH:51]=5)[C:7]=4[N:26]=3)=[CH:18][CH:19]=2)[CH2:14]1. (3) Given the reactants COC1C=CC([C:9]2[CH:10]=[N:11][C:12]([NH:15][C:16]3[CH:17]=[C:18](NC(N4CCN(C)CC4)=O)[CH:19]=[CH:20][CH:21]=3)=[N:13][CH:14]=2)=CC=1.[CH3:32][O:33][C:34]1[CH:39]=[CH:38][C:37](C2C=NC(NC3C=CC=C(N)C=3)=NC=2)=[CH:36][CH:35]=1.C([N:57](C(C)C)CC)(C)C.ClC(Cl)(O[C:67](=[O:73])OC(Cl)(Cl)Cl)Cl.[CH3:75][N:76]1[CH2:81][CH2:80][NH:79][CH2:78][CH2:77]1, predict the reaction product. The product is: [CH3:32][O:33][C:34]1[CH:35]=[CH:36][C:37]([N:15]([C:12]2[N:13]=[CH:14][CH:9]=[CH:10][N:11]=2)[C:16]2[CH:21]=[CH:20][CH:19]=[C:18]([CH:81]3[N:76]([CH3:75])[CH2:77][CH2:78][N:79]([C:67]([NH2:57])=[O:73])[CH2:80]3)[CH:17]=2)=[CH:38][CH:39]=1. (4) Given the reactants [Br:1][C:2]1[CH:3]=[C:4]2[C:8](=[CH:9][CH:10]=1)[NH:7][C:6](=[O:11])[C:5]2=[O:12].[F:13][C:14]1[CH:19]=[CH:18][C:17]([Mg]Br)=[CH:16][CH:15]=1, predict the reaction product. The product is: [Br:1][C:2]1[CH:3]=[C:4]2[C:8](=[CH:9][CH:10]=1)[NH:7][C:6](=[O:11])[C:5]2([C:17]1[CH:18]=[CH:19][C:14]([F:13])=[CH:15][CH:16]=1)[OH:12]. (5) Given the reactants [CH2:1]([O:3][C:4](=[O:14])[C:5]([C:7]1[CH:12]=[CH:11][C:10]([NH2:13])=[CH:9][CH:8]=1)=[O:6])[CH3:2].Cl[C:16]1[C:21]([N+:22]([O-:24])=[O:23])=[CH:20][CH:19]=[CH:18][N:17]=1.Cl, predict the reaction product. The product is: [CH2:1]([O:3][C:4](=[O:14])[C:5]([C:7]1[CH:12]=[CH:11][C:10]([NH:13][C:16]2[C:21]([N+:22]([O-:24])=[O:23])=[CH:20][CH:19]=[CH:18][N:17]=2)=[CH:9][CH:8]=1)=[O:6])[CH3:2]. (6) Given the reactants [C:1]([C@@H:4]1[CH2:8][C:7]([OH:10])([CH3:9])[CH2:6][N:5]1C(OC(C)(C)C)=O)(=[O:3])[NH2:2].[ClH:18].O1CCOCC1, predict the reaction product. The product is: [ClH:18].[OH:10][C:7]1([CH3:9])[CH2:6][NH:5][C@H:4]([C:1]([NH2:2])=[O:3])[CH2:8]1. (7) Given the reactants [CH3:1][O:2][C:3]1[CH:8]=[CH:7][CH:6]=[CH:5][C:4]=1[C:9]1[NH:10][C:11]2[C:16]([CH:17]=1)=[CH:15][C:14]([CH:18]1[CH2:23][CH2:22][N:21]([CH2:24][CH2:25][N:26](C)[C:27](=O)OC(C)(C)C)[CH2:20][CH2:19]1)=[CH:13][CH:12]=2.ClS([N:39]=[C:40]=O)(=O)=O.CN(C)C=O.[OH-].[Na+], predict the reaction product. The product is: [CH3:1][O:2][C:3]1[CH:8]=[CH:7][CH:6]=[CH:5][C:4]=1[C:9]1[NH:10][C:11]2[C:16]([C:17]=1[C:40]#[N:39])=[CH:15][C:14]([CH:18]1[CH2:19][CH2:20][N:21]([CH2:24][CH2:25][NH:26][CH3:27])[CH2:22][CH2:23]1)=[CH:13][CH:12]=2. (8) Given the reactants C(C1C(C2C=CC=CC=2)=N[N:7](CC)[C:6](=[O:18])[C:5]=1[N+]([O-])=O)(=O)C.NC1C=CC=CC=1.[C:29]([C:32]1[C:37]([C:38]2[CH:43]=[CH:42][CH:41]=[C:40](Cl)[CH:39]=2)=[N:36][N:35]([CH2:45][CH3:46])[C:34](=[O:47])[C:33]=1[NH:48][C:49]1[CH:57]=[CH:56][C:52](C(O)=O)=[CH:51][CH:50]=1)(=[O:31])[CH3:30], predict the reaction product. The product is: [C:29]([C:32]1[C:37]([C:38]2[CH:39]=[CH:40][CH:41]=[CH:42][CH:43]=2)=[N:36][N:35]([CH2:45][CH3:46])[C:34](=[O:47])[C:33]=1[NH:48][C:49]1[CH:50]=[CH:51][C:52]([NH:7][C:6](=[O:18])[CH3:5])=[CH:56][CH:57]=1)(=[O:31])[CH3:30]. (9) The product is: [CH3:1][N:2]1[C:6]([C:7]([OH:12])=[O:8])=[CH:5][N:4]=[N:3]1. Given the reactants [CH3:1][N:2]1[C:6]([CH:7]=[O:8])=[CH:5][N:4]=[N:3]1.[OH-].[Na+].[Mn]([O-])(=O)(=O)=[O:12].[K+], predict the reaction product.